Dataset: Full USPTO retrosynthesis dataset with 1.9M reactions from patents (1976-2016). Task: Predict the reactants needed to synthesize the given product. (1) Given the product [Si:22]([O:29][C:30]1[CH:35]=[C:34]([O:36][Si:37]([C:40]([CH3:42])([CH3:43])[CH3:41])([CH3:39])[CH3:38])[CH:33]=[CH:32][C:31]=1[C@H:44]1[CH2:45][CH2:46][C@H:47]([C:50]([OH:2])=[O:51])[CH2:48][CH2:49]1)([C:25]([CH3:26])([CH3:27])[CH3:28])([CH3:24])[CH3:23], predict the reactants needed to synthesize it. The reactants are: [Cr](O[Cr]([O-])(=O)=O)([O-])(=O)=[O:2].[NH+]1C=CC=CC=1.[NH+]1C=CC=CC=1.[Si:22]([O:29][C:30]1[CH:35]=[C:34]([O:36][Si:37]([C:40]([CH3:43])([CH3:42])[CH3:41])([CH3:39])[CH3:38])[CH:33]=[CH:32][C:31]=1[C@H:44]1[CH2:49][CH2:48][C@H:47]([CH2:50][OH:51])[CH2:46][CH2:45]1)([C:25]([CH3:28])([CH3:27])[CH3:26])([CH3:24])[CH3:23]. (2) Given the product [CH3:12][O:11][CH2:10][CH2:9][O:8][C:6]1[CH:5]=[CH:4][N:3]=[C:2]([NH2:52])[CH:7]=1, predict the reactants needed to synthesize it. The reactants are: Cl[C:2]1[CH:7]=[C:6]([O:8][CH2:9][CH2:10][O:11][CH3:12])[CH:5]=[CH:4][N:3]=1.CC(C1C=C(C(C)C)C(C2C=CC=CC=2P(C2CCCCC2)C2CCCCC2)=C(C(C)C)C=1)C.[Li+].C[Si]([N-:52][Si](C)(C)C)(C)C. (3) The reactants are: [Cl:1][C:2]1[CH:7]=[CH:6][C:5](/[CH:8]=[CH:9]/[C:10](O)=[O:11])=[CH:4][C:3]=1[F:13].CN(C=O)C.C(Cl)(=O)C([Cl:22])=O. Given the product [Cl:1][C:2]1[CH:7]=[CH:6][C:5](/[CH:8]=[CH:9]/[C:10]([Cl:22])=[O:11])=[CH:4][C:3]=1[F:13], predict the reactants needed to synthesize it. (4) Given the product [Cl:17][C:5]1[C:6]([C:8]2[C:16]3[C:11](=[CH:12][CH:13]=[CH:14][CH:15]=3)[NH:10][CH:9]=2)=[N:7][C:2]([NH:22][C:21]2[CH:23]=[C:24]([CH3:40])[C:25]([N:27]3[CH2:32][CH2:31][CH:30]([N:33]4[CH2:38][CH2:37][N:36]([CH3:39])[CH2:35][CH2:34]4)[CH2:29][CH2:28]3)=[CH:26][C:20]=2[O:19][CH3:18])=[N:3][CH:4]=1, predict the reactants needed to synthesize it. The reactants are: Cl[C:2]1[N:7]=[C:6]([C:8]2[C:16]3[C:11](=[CH:12][CH:13]=[CH:14][CH:15]=3)[NH:10][CH:9]=2)[C:5]([Cl:17])=[CH:4][N:3]=1.[CH3:18][O:19][C:20]1[CH:26]=[C:25]([N:27]2[CH2:32][CH2:31][CH:30]([N:33]3[CH2:38][CH2:37][N:36]([CH3:39])[CH2:35][CH2:34]3)[CH2:29][CH2:28]2)[C:24]([CH3:40])=[CH:23][C:21]=1[NH2:22]. (5) Given the product [O:1]1[CH:5]=[CH:4][CH:3]=[C:2]1[C:6]1[N:11]=[C:10]2[NH:12][C:14]([C:15]3[CH:20]=[CH:19][CH:18]=[CH:17][CH:16]=3)=[CH:13][C:9]2=[CH:8][C:7]=1[C:21]1[CH:26]=[CH:25][N:24]=[CH:23][N:22]=1, predict the reactants needed to synthesize it. The reactants are: [O:1]1[CH:5]=[CH:4][CH:3]=[C:2]1[C:6]1[N:11]=[C:10]([NH2:12])[C:9]([C:13]#[C:14][C:15]2[CH:20]=[CH:19][CH:18]=[CH:17][CH:16]=2)=[CH:8][C:7]=1[C:21]1[CH:26]=[CH:25][N:24]=[CH:23][N:22]=1.CC(C)([O-])C.[K+]. (6) Given the product [C:15]([O:18][CH2:19][CH2:20][O:14][C:10]1[CH:11]=[CH:12][CH:13]=[C:8]([CH2:7][N:5]2[CH:6]=[C:2]([Br:1])[CH:3]=[N:4]2)[CH:9]=1)(=[O:17])[CH3:16], predict the reactants needed to synthesize it. The reactants are: [Br:1][C:2]1[CH:3]=[N:4][N:5]([CH2:7][C:8]2[CH:9]=[C:10]([OH:14])[CH:11]=[CH:12][CH:13]=2)[CH:6]=1.[C:15]([O:18][CH2:19][CH2:20]Br)(=[O:17])[CH3:16].C(=O)([O-])[O-].[K+].[K+]. (7) Given the product [CH2:9]([O:16][C:17]1[CH:26]=[CH:25][C:24]2[N:23]=[CH:22][C:21]3[N:27]=[C:28]([CH2:29][O:30][CH2:31][CH3:32])[N:34]([CH2:35][CH2:36][CH3:37])[C:20]=3[C:19]=2[CH:18]=1)[C:10]1[CH:11]=[CH:12][CH:13]=[CH:14][CH:15]=1, predict the reactants needed to synthesize it. The reactants are: C(N(CC)CC)C.Cl.[CH2:9]([O:16][C:17]1[CH:18]=[C:19]2[C:24](=[CH:25][CH:26]=1)[N:23]=[CH:22][C:21]([NH:27][C:28](=O)[CH2:29][O:30][CH2:31][CH3:32])=[C:20]2[NH:34][CH2:35][CH2:36][CH3:37])[C:10]1[CH:15]=[CH:14][CH:13]=[CH:12][CH:11]=1. (8) Given the product [OH:23][C:20]([C:17]1[CH:18]=[CH:19][C:14]([C:13]([NH:12][C:4]2[CH:3]=[C:2]([N:30]3[CH2:31][CH2:32][CH:27]([O:26][CH3:25])[CH2:28][CH2:29]3)[N:7]3[N:8]=[CH:9][CH:10]=[C:6]3[N:5]=2)=[O:24])=[CH:15][CH:16]=1)([CH3:21])[CH3:22], predict the reactants needed to synthesize it. The reactants are: Cl[C:2]1[N:7]2[N:8]=[C:9](C)[CH:10]=[C:6]2[N:5]=[C:4]([NH:12][C:13](=[O:24])[C:14]2[CH:19]=[CH:18][C:17]([C:20]([OH:23])([CH3:22])[CH3:21])=[CH:16][CH:15]=2)[CH:3]=1.[CH3:25][O:26][CH:27]1[CH2:32][CH2:31][NH:30][CH2:29][CH2:28]1. (9) Given the product [NH2:7][CH2:6][C:5]1[CH:14]=[CH:15][C:2]([Cl:1])=[C:3]([C:16]2[NH:20][C:19](=[O:21])[N:18]([C:22]3[CH:27]=[CH:26][C:25]([Cl:28])=[C:24]([F:29])[CH:23]=3)[N:17]=2)[CH:4]=1, predict the reactants needed to synthesize it. The reactants are: [Cl:1][C:2]1[CH:15]=[CH:14][C:5]([CH2:6][NH:7]C(=O)C(F)(F)F)=[CH:4][C:3]=1[C:16]1[NH:20][C:19](=[O:21])[N:18]([C:22]2[CH:27]=[CH:26][C:25]([Cl:28])=[C:24]([F:29])[CH:23]=2)[N:17]=1.[OH-].[K+].O. (10) Given the product [C:65]([C:62]1[CH:63]=[CH:64][C:59]([NH:58][C:56](=[O:57])[CH:55]([N:54]2[C:82](=[O:83])[C@@H:81]([C:105]3[CH:106]=[CH:107][C:108]([O:111][CH2:112][CH2:113][OH:116])=[CH:109][CH:110]=3)[NH:80][C:1]2=[O:8])[C@H:72]([C:74]2[CH:79]=[CH:78][CH:77]=[CH:76][CH:75]=2)[CH3:73])=[C:60]([F:71])[CH:61]=1)#[CH:66], predict the reactants needed to synthesize it. The reactants are: [CH2:1]([O:8][C@H](C)[C@H](NC(OCC1C2C=CC=CC=2C2C1=CC=CC=2)=O)C(O)=O)C1C=CC=CC=1.N[C@@H]([C@H](C1C=CC=CC=1)C)C(NC1C=CC(I)=CC=1F)=O.[NH2:54][C@@H:55]([C@H:72]([C:74]1[CH:79]=[CH:78][CH:77]=[CH:76][CH:75]=1)[CH3:73])[C:56]([NH:58][C:59]1[CH:64]=[CH:63][C:62]([C:65]#[C:66][Si](C)(C)C)=[CH:61][C:60]=1[F:71])=[O:57].[NH2:80][C@H:81]([C:105]1[CH:110]=[CH:109][C:108]([O:111][CH2:112][C@H:113]([OH:116])CO)=[CH:107][CH:106]=1)[C:82](N[C@@H]([C@H](C1C=CC=CC=1)C)C(NC1C=CC(I)=CC=1Cl)=O)=[O:83].